From a dataset of Full USPTO retrosynthesis dataset with 1.9M reactions from patents (1976-2016). Predict the reactants needed to synthesize the given product. (1) Given the product [Cl:1][C:2]1[CH:3]=[C:4]([CH:18]=[CH:19][CH:20]=1)[C:5]([NH:7][CH2:8][C:9]1[CH:14]=[CH:13][C:12]([C:15]#[N:16])=[CH:11][C:10]=1[O:17][CH2:22][C:23](=[O:24])[NH:25][CH3:26])=[O:6], predict the reactants needed to synthesize it. The reactants are: [Cl:1][C:2]1[CH:3]=[C:4]([CH:18]=[CH:19][CH:20]=1)[C:5]([NH:7][CH2:8][C:9]1[CH:14]=[CH:13][C:12]([C:15]#[N:16])=[CH:11][C:10]=1[OH:17])=[O:6].Cl[CH2:22][C:23]([NH:25][CH3:26])=[O:24]. (2) Given the product [N+:8]([C:7]1[C:2]([O:1][C:18](=[O:27])[N:19]([CH3:26])[C:20]2[CH:25]=[CH:24][CH:23]=[CH:22][CH:21]=2)=[N:3][CH:4]=[CH:5][CH:6]=1)([O-:10])=[O:9], predict the reactants needed to synthesize it. The reactants are: [OH:1][C:2]1[C:7]([N+:8]([O-:10])=[O:9])=[CH:6][CH:5]=[CH:4][N:3]=1.[I-].C[N+]1C=CN([C:18](=[O:27])[N:19]([CH3:26])[C:20]2[CH:25]=[CH:24][CH:23]=[CH:22][CH:21]=2)C=1.C(N(CC)CC)C. (3) Given the product [OH:11][C:5]1[C:4]([CH2:1][CH2:2][CH3:3])=[C:9]2[C:8]([C:14]([C:13]([F:23])([F:22])[F:12])=[CH:15][C:16](=[O:17])[O:10]2)=[CH:7][CH:6]=1, predict the reactants needed to synthesize it. The reactants are: [CH2:1]([C:4]1[C:9]([OH:10])=[CH:8][CH:7]=[CH:6][C:5]=1[OH:11])[CH2:2][CH3:3].[F:12][C:13]([F:23])([F:22])[C:14](=O)[CH2:15][C:16](OCC)=[O:17]. (4) Given the product [CH:20]1([NH:23][C:24]([NH:26][C:27]2[CH:32]=[CH:31][C:30]([C:2]3[N:3]=[C:4]([N:13]4[CH2:18][CH2:17][O:16][CH2:15][C@@H:14]4[CH3:19])[C:5]4[CH2:10][S:9](=[O:12])(=[O:11])[CH2:8][C:6]=4[N:7]=3)=[CH:29][CH:28]=2)=[O:25])[CH2:22][CH2:21]1, predict the reactants needed to synthesize it. The reactants are: Cl[C:2]1[N:3]=[C:4]([N:13]2[CH2:18][CH2:17][O:16][CH2:15][C@@H:14]2[CH3:19])[C:5]2[CH2:10][S:9](=[O:12])(=[O:11])[CH2:8][C:6]=2[N:7]=1.[CH:20]1([NH:23][C:24]([NH:26][C:27]2[CH:32]=[CH:31][C:30](B3OC(C)(C)C(C)(C)O3)=[CH:29][CH:28]=2)=[O:25])[CH2:22][CH2:21]1.C([O-])([O-])=O.[Na+].[Na+]. (5) Given the product [F:1][C:2]1[CH:7]=[CH:6][C:5]([CH2:8][C:9]([N:34]([C@@H:35]([C:37]2[N:38]([C:48]3[CH:49]=[CH:50][C:51]([O:54][CH2:55][C:56]([F:57])([F:59])[F:58])=[CH:52][CH:53]=3)[C:39](=[O:47])[C:40]3[CH:46]=[CH:45][CH:44]=[N:43][C:41]=3[N:42]=2)[CH3:36])[CH2:33][CH:30]2[CH2:31][CH2:32][S:27][CH2:28][CH2:29]2)=[O:11])=[CH:4][C:3]=1[C:12]([F:15])([F:14])[F:13], predict the reactants needed to synthesize it. The reactants are: [F:1][C:2]1[CH:7]=[CH:6][C:5]([CH2:8][C:9]([OH:11])=O)=[CH:4][C:3]=1[C:12]([F:15])([F:14])[F:13].C(Cl)(=O)C(Cl)=O.CN(C)C=O.[S:27]1[CH2:32][CH2:31][CH:30]([CH2:33][NH:34][C@@H:35]([C:37]2[N:38]([C:48]3[CH:53]=[CH:52][C:51]([O:54][CH2:55][C:56]([F:59])([F:58])[F:57])=[CH:50][CH:49]=3)[C:39](=[O:47])[C:40]3[CH:46]=[CH:45][CH:44]=[N:43][C:41]=3[N:42]=2)[CH3:36])[CH2:29][CH2:28]1.C(N(CC)CC)C. (6) Given the product [CH3:1][O:2][C:3]1[N:4]=[C:5]2[C:14](=[CH:15][CH:16]=1)[N:13]=[CH:12][C:11]1[N:10]([CH3:17])[CH2:9][CH:8]([C@H:18]3[CH2:23][CH2:22][C@H:21]([NH:24][C:36]([C:33]4[CH:34]=[CH:35][C:29]5[S:28][CH2:27][C:26](=[O:25])[NH:31][C:30]=5[CH:32]=4)=[O:37])[CH2:20][CH2:19]3)[O:7][C:6]2=1, predict the reactants needed to synthesize it. The reactants are: [CH3:1][O:2][C:3]1[N:4]=[C:5]2[C:14](=[CH:15][CH:16]=1)[N:13]=[CH:12][C:11]1[N:10]([CH3:17])[CH2:9][CH:8]([C@H:18]3[CH2:23][CH2:22][C@H:21]([NH2:24])[CH2:20][CH2:19]3)[O:7][C:6]2=1.[O:25]=[C:26]1[NH:31][C:30]2[CH:32]=[C:33]([C:36](O)=[O:37])[CH:34]=[CH:35][C:29]=2[S:28][CH2:27]1.